This data is from Forward reaction prediction with 1.9M reactions from USPTO patents (1976-2016). The task is: Predict the product of the given reaction. (1) The product is: [C:24]([CH2:6][CH:7]1[CH2:9][C:8]1([NH:19][C:20](=[O:21])[O:22][CH3:23])[C:10]1[CH:15]=[CH:14][CH:13]=[C:12]([N+:16]([O-:18])=[O:17])[CH:11]=1)#[N:25]. Given the reactants CS(O[CH2:6][CH:7]1[CH2:9][C:8]1([NH:19][C:20]([O:22][CH3:23])=[O:21])[C:10]1[CH:15]=[CH:14][CH:13]=[C:12]([N+:16]([O-:18])=[O:17])[CH:11]=1)(=O)=O.[C-:24]#[N:25].[K+], predict the reaction product. (2) The product is: [Cl:1][C:2]1[CH:3]=[C:4]([CH2:12][CH2:13][C:14]2([CH:22]3[CH2:26][CH2:25][CH2:24][CH2:23]3)[O:19][C:18](=[O:20])[C:17]([CH2:38][C:36]3[N:37]=[C:30]4[N:29]=[C:28]([CH3:27])[CH:33]=[C:32]([CH3:34])[N:31]4[N:35]=3)=[C:16]([OH:21])[CH2:15]2)[CH:5]=[CH:6][C:7]=1[O:8][CH:9]([CH3:10])[CH3:11]. Given the reactants [Cl:1][C:2]1[CH:3]=[C:4]([CH2:12][CH2:13][C:14]2([CH:22]3[CH2:26][CH2:25][CH2:24][CH2:23]3)[O:19][C:18](=[O:20])[CH2:17][C:16](=[O:21])[CH2:15]2)[CH:5]=[CH:6][C:7]=1[O:8][CH:9]([CH3:11])[CH3:10].[CH3:27][C:28]1[CH:33]=[C:32]([CH3:34])[N:31]2[N:35]=[C:36]([CH:38]=O)[N:37]=[C:30]2[N:29]=1.N(C)C.Cl, predict the reaction product. (3) Given the reactants [I:1][C:2]1[C:3](=[O:17])[NH:4][C:5](=[O:16])[N:6]([CH:15]=1)[C@@H:7]1[O:14][C@H:11]([CH2:12][OH:13])[C@@H:9]([OH:10])[CH2:8]1.[C:18]([OH:21])(=O)[CH3:19].[C:22](OC(=O)C)(=[O:24])[CH3:23], predict the reaction product. The product is: [C:22]([O:10][C@@H:9]1[C@@H:11]([CH2:12][O:13][C:18](=[O:21])[CH3:19])[O:14][C@@H:7]([N:6]2[CH:15]=[C:2]([I:1])[C:3](=[O:17])[NH:4][C:5]2=[O:16])[CH2:8]1)(=[O:24])[CH3:23].